Regression. Given a peptide amino acid sequence and an MHC pseudo amino acid sequence, predict their binding affinity value. This is MHC class II binding data. From a dataset of Peptide-MHC class II binding affinity with 134,281 pairs from IEDB. (1) The peptide sequence is EKEFENAILSMKLNV. The MHC is DRB1_0101 with pseudo-sequence DRB1_0101. The binding affinity (normalized) is 0.725. (2) The MHC is DRB1_0901 with pseudo-sequence DRB1_0901. The binding affinity (normalized) is 0.107. The peptide sequence is TDRATLNPWASQKH. (3) The peptide sequence is RDGQLTIKAERTEQK. The MHC is HLA-DPA10103-DPB10401 with pseudo-sequence HLA-DPA10103-DPB10401. The binding affinity (normalized) is 0. (4) The peptide sequence is HLAEENEGDNACKRT. The MHC is DRB1_1101 with pseudo-sequence DRB1_1101. The binding affinity (normalized) is 0.0476. (5) The peptide sequence is YDKFLANVSMVLTGK. The MHC is DRB1_0701 with pseudo-sequence DRB1_0701. The binding affinity (normalized) is 0.810. (6) The peptide sequence is EAANLAEVRSYCYLA. The MHC is DRB1_0401 with pseudo-sequence DRB1_0401. The binding affinity (normalized) is 0.539. (7) The peptide sequence is DGGGFYADDTAGWDT. The MHC is HLA-DQA10201-DQB10303 with pseudo-sequence HLA-DQA10201-DQB10303. The binding affinity (normalized) is 0. (8) The peptide sequence is EPIAPYHFDLSGHAF. The MHC is HLA-DPA10201-DPB10101 with pseudo-sequence HLA-DPA10201-DPB10101. The binding affinity (normalized) is 0.218. (9) The MHC is HLA-DPA10301-DPB10402 with pseudo-sequence HLA-DPA10301-DPB10402. The peptide sequence is EEDIEIIPIQKEEY. The binding affinity (normalized) is 0.380.